Dataset: Catalyst prediction with 721,799 reactions and 888 catalyst types from USPTO. Task: Predict which catalyst facilitates the given reaction. (1) Reactant: [OH:1][CH2:2][C:3]1([CH3:15])[CH2:7][CH:6]2[CH:8]([CH3:14])[CH:9]=[C:10]([CH3:13])[C:11]([CH3:12])=[C:5]2[O:4]1.[N+:16]([O-])([OH:18])=[O:17]. Product: [OH:1][CH2:2][C:3]1([CH3:15])[CH2:7][CH:6]2[CH:8]([CH3:14])[C:9]([N+:16]([O-:18])=[O:17])=[C:10]([CH3:13])[C:11]([CH3:12])=[C:5]2[O:4]1. The catalyst class is: 15. (2) The catalyst class is: 3. Product: [C:3]([C:5]1[CH:10]=[CH:9][C:8]([N:11]([CH2:25][C:26]([F:29])([F:27])[F:28])[CH2:12][CH2:13][S:14][C:15]2[CH:16]=[CH:17][C:18]([N:21]([CH3:35])[C:22](=[O:24])[CH3:23])=[CH:19][CH:20]=2)=[CH:7][C:6]=1[C:30]([F:31])([F:33])[F:32])#[N:4]. Reactant: [H-].[Na+].[C:3]([C:5]1[CH:10]=[CH:9][C:8]([N:11]([CH2:25][C:26]([F:29])([F:28])[F:27])[CH2:12][CH2:13][S:14][C:15]2[CH:20]=[CH:19][C:18]([NH:21][C:22](=[O:24])[CH3:23])=[CH:17][CH:16]=2)=[CH:7][C:6]=1[C:30]([F:33])([F:32])[F:31])#[N:4].I[CH3:35].